Dataset: Full USPTO retrosynthesis dataset with 1.9M reactions from patents (1976-2016). Task: Predict the reactants needed to synthesize the given product. (1) Given the product [Br:13][C:14]1[CH:22]=[CH:21][C:17]([C:18]2[O:19][CH:2]=[C:3]([C:5]3[CH:12]=[CH:11][C:8]([C:9]#[N:10])=[CH:7][CH:6]=3)[N:20]=2)=[CH:16][CH:15]=1, predict the reactants needed to synthesize it. The reactants are: Br[CH2:2][C:3]([C:5]1[CH:12]=[CH:11][C:8]([C:9]#[N:10])=[CH:7][CH:6]=1)=O.[Br:13][C:14]1[CH:22]=[CH:21][C:17]([C:18]([NH2:20])=[O:19])=[CH:16][CH:15]=1.C(#N)C. (2) Given the product [C:1]([O:5][C:6](=[O:19])[NH:7][C@@H:8]([CH2:9][C:10]1[CH:15]=[CH:14][CH:13]=[CH:12][CH:11]=1)[C@H:16]([OH:17])[CH2:18][NH2:20])([CH3:4])([CH3:3])[CH3:2], predict the reactants needed to synthesize it. The reactants are: [C:1]([O:5][C:6](=[O:19])[NH:7][C@H:8]([C@H:16]1[CH2:18][O:17]1)[CH2:9][C:10]1[CH:15]=[CH:14][CH:13]=[CH:12][CH:11]=1)([CH3:4])([CH3:3])[CH3:2].[NH3:20]. (3) Given the product [CH:2]([C@H:3]1[O:8][C:7]([CH3:9])([CH3:10])[O:6][C@@H:5]([CH2:11][C:12]([N:14]([O:16][CH3:17])[CH3:15])=[O:13])[CH2:4]1)=[O:1], predict the reactants needed to synthesize it. The reactants are: [OH:1][CH2:2][C@H:3]1[O:8][C:7]([CH3:10])([CH3:9])[O:6][C@@H:5]([CH2:11][C:12]([N:14]([O:16][CH3:17])[CH3:15])=[O:13])[CH2:4]1.C(=O)(O)[O-].[Na+].[Br-].[K+].Cl[O-].[Na+].S([O-])([O-])=O.[Na+].[Na+]. (4) The reactants are: [CH3:1][C:2]1([CH3:31])[C@H:4]([C:5]([O:7][C@@H:8]([C:11]2[CH:12]=[CH:13][CH:14]=[C:15]([O:17][C:18]3[CH:19]=[CH:20][CH:21]=[CH:22][CH:23]=3)[CH:16]=2)[C:9]#[N:10])=[O:6])[C@@H:3]1/[CH:24]=[C:25](\[Cl:30])/[C:26]([F:29])([F:28])[F:27].Cl/C(/C(F)(F)F)=C\[C@@H]1[C@H](C(Cl)=O)C1(C)C.O(C1C=C(C=CC=1)C=O)C1C=CC=CC=1. Given the product [C-:9]#[N:10].[CH3:1][C:2]1([CH3:31])[C@H:4]([C:5]([O:7][C@@H:8]([C:11]2[CH:12]=[CH:13][CH:14]=[C:15]([O:17][C:18]3[CH:19]=[CH:20][CH:21]=[CH:22][CH:23]=3)[CH:16]=2)[C:9]#[N:10])=[O:6])[C@@H:3]1/[CH:24]=[C:25](\[Cl:30])/[C:26]([F:27])([F:29])[F:28], predict the reactants needed to synthesize it. (5) The reactants are: Br[C:2]1[CH:3]=[CH:4][C:5]2[NH:11][C:10](=[O:12])[CH2:9][CH2:8][CH2:7][C:6]=2[CH:13]=1.[N:14]1[CH:19]=[CH:18][CH:17]=[C:16](B(O)O)[CH:15]=1.C(=O)([O-])[O-].[K+].[K+]. Given the product [N:14]1[CH:19]=[CH:18][CH:17]=[C:16]([C:2]2[CH:3]=[CH:4][C:5]3[NH:11][C:10](=[O:12])[CH2:9][CH2:8][CH2:7][C:6]=3[CH:13]=2)[CH:15]=1, predict the reactants needed to synthesize it.